Dataset: Reaction yield outcomes from USPTO patents with 853,638 reactions. Task: Predict the reaction yield, written as a fraction of the theoretical maximum amount of product (1.0 means a 100% yield; for example, 0.34 means a 34% yield). (1) The reactants are C[Si]([C:5]#[C:6][C:7]1[C:15]2[CH:14]=[N:13][CH:12]=[N:11][C:10]=2[NH:9][CH:8]=1)(C)C.C(=O)([O-])[O-].[K+].[K+]. The catalyst is CO.CCOC(C)=O. The product is [C:6]([C:7]1[C:15]2[CH:14]=[N:13][CH:12]=[N:11][C:10]=2[NH:9][CH:8]=1)#[CH:5]. The yield is 0.870. (2) The reactants are [Cl:1][C:2]1[CH:7]=[C:6]([O:8]C)[N:5]=[C:4]([CH2:10][C:11]([N:13]2[C:21]3[C:16](=[CH:17][CH:18]=[CH:19][CH:20]=3)[C:15]([CH3:23])([CH3:22])[CH2:14]2)=[O:12])[N:3]=1.C(#N)C.[I-].[K+].C[Si](C)(C)Cl. The catalyst is O. The product is [Cl:1][C:2]1[N:3]=[C:4]([CH2:10][C:11]([N:13]2[C:21]3[C:16](=[CH:17][CH:18]=[CH:19][CH:20]=3)[C:15]([CH3:22])([CH3:23])[CH2:14]2)=[O:12])[NH:5][C:6](=[O:8])[CH:7]=1. The yield is 0.700. (3) The reactants are [F:1][C:2]1[CH:26]=[C:25]([F:27])[CH:24]=[CH:23][C:3]=1[CH2:4][N:5]1[C:9]2=[CH:10][N:11]=[C:12]([C:14]([OH:16])=O)[CH:13]=[C:8]2[C:7]([CH2:17][O:18][CH2:19][CH2:20][O:21][CH3:22])=[CH:6]1.CN1CCOCC1.Cl.[CH3:36][NH:37][OH:38]. The catalyst is CN(C=O)C.CCOC(C)=O. The product is [F:1][C:2]1[CH:26]=[C:25]([F:27])[CH:24]=[CH:23][C:3]=1[CH2:4][N:5]1[C:9]2=[CH:10][N:11]=[C:12]([C:14]([N:37]([OH:38])[CH3:36])=[O:16])[CH:13]=[C:8]2[C:7]([CH2:17][O:18][CH2:19][CH2:20][O:21][CH3:22])=[CH:6]1. The yield is 0.660. (4) No catalyst specified. The product is [CH3:1][C:2]1[O:6][N:5]=[C:4]([C:7]2[CH:12]=[CH:11][CH:10]=[CH:9][CH:8]=2)[C:3]=1[C:13]1[N:14]=[CH:15][N:16]([C:18]2[CH:19]=[CH:20][C:21]([C:22]([NH:33][CH:30]3[CH2:31][CH2:32][O:27][CH2:28][CH2:29]3)=[O:24])=[CH:25][CH:26]=2)[CH:17]=1. The yield is 0.130. The reactants are [CH3:1][C:2]1[O:6][N:5]=[C:4]([C:7]2[CH:12]=[CH:11][CH:10]=[CH:9][CH:8]=2)[C:3]=1[C:13]1[N:14]=[CH:15][N:16]([C:18]2[CH:26]=[CH:25][C:21]([C:22]([OH:24])=O)=[CH:20][CH:19]=2)[CH:17]=1.[O:27]1[CH2:32][CH2:31][CH:30]([NH2:33])[CH2:29][CH2:28]1. (5) The reactants are [B:1]([C:4]1[CH:12]=[CH:11][C:7]([C:8]([OH:10])=O)=[CH:6][CH:5]=1)([OH:3])[OH:2].CCN=C=NCCCN(C)C.[NH2:24][CH2:25][CH2:26][CH2:27][NH:28][C:29](=[O:55])[CH2:30][C@@H:31]1[N:37]=[C:36]([C:38]2[CH:43]=[CH:42][C:41]([Cl:44])=[CH:40][CH:39]=2)[C:35]2[CH:45]=[C:46]([O:49][CH3:50])[CH:47]=[CH:48][C:34]=2[N:33]2[C:51]([CH3:54])=[N:52][N:53]=[C:32]12.ClC1C=CC(C2C3C=C(OC)C=CC=3N3C(C)=NN=C3[C@H](CC(NCCNC(C3C=CC(B(O)O)=CC=3)=O)=O)N=2)=CC=1. The catalyst is C(Cl)Cl.CN(C1C=CN=CC=1)C. The product is [Cl:44][C:41]1[CH:42]=[CH:43][C:38]([C:36]2[C:35]3[CH:45]=[C:46]([O:49][CH3:50])[CH:47]=[CH:48][C:34]=3[N:33]3[C:51]([CH3:54])=[N:52][N:53]=[C:32]3[C@H:31]([CH2:30][C:29]([NH:28][CH2:27][CH2:26][CH2:25][NH:24][C:8]([C:7]3[CH:6]=[CH:5][C:4]([B:1]([OH:2])[OH:3])=[CH:12][CH:11]=3)=[O:10])=[O:55])[N:37]=2)=[CH:39][CH:40]=1. The yield is 0.196. (6) The reactants are Br[C:2]1[S:6][C:5]([NH2:7])=[N:4][N:3]=1.[CH3:8][N:9]1[CH2:14][CH2:13][NH:12][CH2:11][CH2:10]1. The catalyst is C(O)CC. The yield is 0.530. The product is [CH3:8][N:9]1[CH2:14][CH2:13][N:12]([C:2]2[S:6][C:5]([NH2:7])=[N:4][N:3]=2)[CH2:11][CH2:10]1. (7) The reactants are [NH2:1][CH2:2][C:3]1[CH:8]=[C:7]([OH:9])[C:6]([C:10]2[CH:14]=[CH:13][O:12][CH:11]=2)=[CH:5][N:4]=1.[I:15][C:16]1[CH:17]=[C:18]2[C:23](=[CH:24][CH:25]=1)[C:22](=[O:26])[NH:21][C:20](=[O:27])/[C:19]/2=[CH:28]/OC. The catalyst is CN(C)C=O. The product is [O:12]1[CH:13]=[CH:14][C:10]([C:6]2[C:7]([OH:9])=[CH:8][C:3]([CH2:2][NH:1]/[CH:28]=[C:19]3\[C:20](=[O:27])[NH:21][C:22](=[O:26])[C:23]4[C:18]\3=[CH:17][C:16]([I:15])=[CH:25][CH:24]=4)=[N:4][CH:5]=2)=[CH:11]1. The yield is 0.670.